This data is from Retrosynthesis with 50K atom-mapped reactions and 10 reaction types from USPTO. The task is: Predict the reactants needed to synthesize the given product. (1) Given the product COc1ccc2c(Sc3ccc(Cl)cc3)nc(Nc3cc(C)[nH]n3)cc2c1, predict the reactants needed to synthesize it. The reactants are: COc1ccc2c(Cl)nc(Nc3cc(C)[nH]n3)cc2c1.Sc1ccc(Cl)cc1. (2) Given the product CN(C(=O)c1cc(C(F)(F)F)cc(C(F)(F)F)c1)C(CCC(=O)O)Cc1c[nH]c2ccccc12, predict the reactants needed to synthesize it. The reactants are: CCOC(=O)CCC(Cc1c[nH]c2ccccc12)N(C)C(=O)c1cc(C(F)(F)F)cc(C(F)(F)F)c1.